Dataset: Full USPTO retrosynthesis dataset with 1.9M reactions from patents (1976-2016). Task: Predict the reactants needed to synthesize the given product. (1) Given the product [NH2:8][C:9]1[CH:14]=[CH:13][CH:12]=[CH:11][C:10]=1[NH:15][C:16]([C:18]1[S:22][C:21]([C:23]2[CH2:24][CH2:25][NH:26][CH2:27][CH:28]=2)=[CH:20][CH:19]=1)=[O:17], predict the reactants needed to synthesize it. The reactants are: C(OC([NH:8][C:9]1[CH:14]=[CH:13][CH:12]=[CH:11][C:10]=1[NH:15][C:16]([C:18]1[S:22][C:21]([C:23]2[CH2:24][CH2:25][N:26](C(OC(C)(C)C)=O)[CH2:27][CH:28]=2)=[CH:20][CH:19]=1)=[O:17])=O)(C)(C)C.Cl. (2) Given the product [CH2:1]([O:5][C:6]([N:8]1[CH2:13][CH2:12][N:11]([C:14](=[O:51])[C@@H:15]([NH:25][C:26]([C:28]2[CH:37]=[C:36]([O:38][CH2:39][C:40]([OH:42])=[O:41])[C:35]3[C:30](=[CH:31][C:32]([CH3:50])=[CH:33][CH:34]=3)[CH:29]=2)=[O:27])[CH2:16][CH2:17][C:18]([O:20][C:21]([CH3:22])([CH3:24])[CH3:23])=[O:19])[CH2:10][CH2:9]1)=[O:7])[CH2:2][CH2:3][CH3:4], predict the reactants needed to synthesize it. The reactants are: [CH2:1]([O:5][C:6]([N:8]1[CH2:13][CH2:12][N:11]([C:14](=[O:51])[C@@H:15]([NH:25][C:26]([C:28]2[CH:37]=[C:36]([O:38][CH2:39][C:40]([O:42]CC3C=CC=CC=3)=[O:41])[C:35]3[C:30](=[CH:31][C:32]([CH3:50])=[CH:33][CH:34]=3)[CH:29]=2)=[O:27])[CH2:16][CH2:17][C:18]([O:20][C:21]([CH3:24])([CH3:23])[CH3:22])=[O:19])[CH2:10][CH2:9]1)=[O:7])[CH2:2][CH2:3][CH3:4].